This data is from Catalyst prediction with 721,799 reactions and 888 catalyst types from USPTO. The task is: Predict which catalyst facilitates the given reaction. The catalyst class is: 18. Reactant: CCN(CC)CC.[CH2:8]([CH:11]([CH2:15][CH2:16][CH3:17])[C:12]([OH:14])=O)[CH2:9][CH3:10].CN(C(ON1N=NC2C=CC=NC1=2)=[N+](C)C)C.F[P-](F)(F)(F)(F)F.[Br:42][C:43]1[CH:44]=[C:45]([CH:47]=[CH:48][CH:49]=1)[NH2:46]. Product: [Br:42][C:43]1[CH:44]=[C:45]([NH:46][C:12](=[O:14])[CH:11]([CH2:8][CH2:9][CH3:10])[CH2:15][CH2:16][CH3:17])[CH:47]=[CH:48][CH:49]=1.